Dataset: Full USPTO retrosynthesis dataset with 1.9M reactions from patents (1976-2016). Task: Predict the reactants needed to synthesize the given product. (1) Given the product [C:6]([C:7]1[CH:16]=[C:15]2[C:10]([C:11](=[O:26])[N:12]3[CH2:25][CH2:24][C:19]4([O:23][CH2:22][CH2:21][O:20]4)[CH2:18][CH2:17][C:13]3=[N:14]2)=[CH:9][CH:8]=1)#[CH:5], predict the reactants needed to synthesize it. The reactants are: C[Si]([C:5]#[C:6][C:7]1[CH:16]=[C:15]2[C:10]([C:11](=[O:26])[N:12]3[CH2:25][CH2:24][C:19]4([O:23][CH2:22][CH2:21][O:20]4)[CH2:18][CH2:17][C:13]3=[N:14]2)=[CH:9][CH:8]=1)(C)C.[OH-].[K+]. (2) Given the product [C:1]1([CH2:11][N:12]2[CH2:13][CH2:14][N:15]([CH2:18][C:19]([NH:24][NH2:25])=[O:21])[CH2:16][CH2:17]2)[C:2]2[C:7](=[CH:8][CH:9]=[CH:4][CH:3]=2)[CH:6]=[CH:5][CH:10]=1, predict the reactants needed to synthesize it. The reactants are: [C:1]1([CH2:11][N:12]2[CH2:17][CH2:16][N:15]([CH2:18][C:19]([O:21]CC)=O)[CH2:14][CH2:13]2)[C:10]2[C:5](=[CH:6][CH:7]=[CH:8][CH:9]=2)[CH:4]=[CH:3][CH:2]=1.[NH2:24][NH2:25]. (3) Given the product [CH3:29][O:28][C:24](=[O:27])[CH2:25][CH2:26][N:8]1[C:7]2[CH:11]=[C:12]([O:16][CH3:17])[CH:13]=[C:14]([CH3:15])[C:6]=2[O:5][CH:4]([CH:1]([CH3:3])[CH3:2])[C:9]1=[O:10], predict the reactants needed to synthesize it. The reactants are: [CH:1]([CH:4]1[C:9](=[O:10])[NH:8][C:7]2[CH:11]=[C:12]([O:16][CH3:17])[CH:13]=[C:14]([CH3:15])[C:6]=2[O:5]1)([CH3:3])[CH3:2].C(=O)([O-])[O-].[K+].[K+].[C:24]([O:28][CH3:29])(=[O:27])[CH:25]=[CH2:26].C(O)(=O)CC(CC(O)=O)(C(O)=O)O.